Dataset: Forward reaction prediction with 1.9M reactions from USPTO patents (1976-2016). Task: Predict the product of the given reaction. (1) Given the reactants [Cl:1][C:2]1[N:7]=[C:6]([CH:8]=O)[CH:5]=[C:4]([N:10]2[CH2:15][CH2:14][O:13][CH2:12][CH2:11]2)[N:3]=1.[CH2:16]([NH2:23])[C:17]1[CH:22]=[CH:21][CH:20]=[CH:19][CH:18]=1, predict the reaction product. The product is: [CH2:16]([NH:23][CH2:8][C:6]1[CH:5]=[C:4]([N:10]2[CH2:15][CH2:14][O:13][CH2:12][CH2:11]2)[N:3]=[C:2]([Cl:1])[N:7]=1)[C:17]1[CH:22]=[CH:21][CH:20]=[CH:19][CH:18]=1. (2) Given the reactants C(O)(C(F)(F)F)=O.[O:8]1[CH:12]=[CH:11][CH:10]=[C:9]1[C:13]1[N:21]=[C:20]2[N:15]([C:16]([NH2:29])=[N:17][C:18]([NH:22][CH2:23][CH:24]3[CH2:28][CH2:27][CH2:26][NH:25]3)=[CH:19]2)[N:14]=1.CCN(CC)CC.[Cl:37][C:38]1[CH:45]=[CH:44][CH:43]=[C:42]([F:46])[C:39]=1[CH:40]=O.C(O[BH-](OC(=O)C)OC(=O)C)(=O)C.[Na+], predict the reaction product. The product is: [Cl:37][C:38]1[CH:45]=[CH:44][CH:43]=[C:42]([F:46])[C:39]=1[CH2:40][N:25]1[CH2:26][CH2:27][CH2:28][CH:24]1[CH2:23][NH:22][C:18]1[N:17]=[C:16]([NH2:29])[N:15]2[N:14]=[C:13]([C:9]3[O:8][CH:12]=[CH:11][CH:10]=3)[N:21]=[C:20]2[CH:19]=1. (3) Given the reactants [CH3:1][N:2]([CH2:13][C:14]1([C:20]([OH:22])=[O:21])[CH2:19][CH2:18][O:17][CH2:16][CH2:15]1)S(C1C=CC(C)=CC=1)(=O)=O.[BrH:23], predict the reaction product. The product is: [BrH:23].[CH3:1][NH:2][CH2:13][C:14]1([C:20]([OH:22])=[O:21])[CH2:15][CH2:16][O:17][CH2:18][CH2:19]1. (4) Given the reactants [C:1]([O:5][C:6]([N:8]1[CH2:13][CH2:12][N:11]([CH:14]([C:17]2[CH:22]=[CH:21][CH:20]=[CH:19][C:18]=2[F:23])[CH2:15][NH2:16])[CH2:10][CH2:9]1)=[O:7])([CH3:4])([CH3:3])[CH3:2].C(N(C(C)C)CC)(C)C.[CH3:33][S:34](Cl)(=[O:36])=[O:35], predict the reaction product. The product is: [C:1]([O:5][C:6]([N:8]1[CH2:13][CH2:12][N:11]([CH:14]([C:17]2[CH:22]=[CH:21][CH:20]=[CH:19][C:18]=2[F:23])[CH2:15][NH:16][S:34]([CH3:33])(=[O:36])=[O:35])[CH2:10][CH2:9]1)=[O:7])([CH3:4])([CH3:2])[CH3:3]. (5) Given the reactants [CH3:1][C:2]1[CH:3]=[C:4]([CH:9]=[CH:10][C:11]=1[N+:12]([O-:14])=[O:13])[O:5][CH2:6][CH2:7][OH:8].N1C=CN=C1.[Si:20](Cl)([C:23]([CH3:26])([CH3:25])[CH3:24])([CH3:22])[CH3:21], predict the reaction product. The product is: [C:23]([Si:20]([CH3:22])([CH3:21])[O:8][CH2:7][CH2:6][O:5][C:4]1[CH:9]=[CH:10][C:11]([N+:12]([O-:14])=[O:13])=[C:2]([CH3:1])[CH:3]=1)([CH3:26])([CH3:25])[CH3:24]. (6) Given the reactants [CH3:1][C:2]1[CH:25]=[C:24]([CH3:26])[C:5]2[N:6](C(OC(C)(C)C)=O)[CH2:7][CH2:8][CH:9](C(OCC)=O)[C:10](=[O:11])[C:4]=2[CH:3]=1.CC1C=C(C)C2N(C(OC(C)(C)C)=O)CCC(C(OC)=O)C(=O)C=2C=1.[ClH:52].N#N, predict the reaction product. The product is: [ClH:52].[CH3:1][C:2]1[CH:25]=[C:24]([CH3:26])[C:5]2[NH:6][CH2:7][CH2:8][CH2:9][C:10](=[O:11])[C:4]=2[CH:3]=1. (7) The product is: [Cl:7][C:8]1[C:13]([C:14]#[N:15])=[C:12]([C:16]2[CH:21]=[CH:20][C:19]([F:22])=[CH:18][C:17]=2[CH3:23])[CH:11]=[C:10]([N:24]2[CH2:25][CH2:26][S:3](=[O:5])(=[O:2])[CH2:28][CH2:29]2)[N:9]=1. Given the reactants O[O:2][S:3]([O-:5])=O.[K+].[Cl:7][C:8]1[C:13]([C:14]#[N:15])=[C:12]([C:16]2[CH:21]=[CH:20][C:19]([F:22])=[CH:18][C:17]=2[CH3:23])[CH:11]=[C:10]([N:24]2[CH2:29][CH2:28]S[CH2:26][CH2:25]2)[N:9]=1.N#N, predict the reaction product. (8) Given the reactants [CH3:1][O:2][C:3](=[O:34])[CH2:4][C@H:5]1[C:9]2[CH:10]=[CH:11][C:12]([O:14][C@H:15]3[C:23]4[C:18](=[C:19]([O:25][C:26]5[CH:31]=[CH:30][C:29]([C:32]#[N:33])=[CH:28][CH:27]=5)[CH:20]=[CH:21][C:22]=4[F:24])[CH2:17][CH2:16]3)=[CH:13][C:8]=2[O:7][CH2:6]1.[N-:35]=[N+:36]=[N-:37].[Na+].[Cl-].[NH4+].N([O-])=O.[Na+].Cl, predict the reaction product. The product is: [CH3:1][O:2][C:3](=[O:34])[CH2:4][C@H:5]1[C:9]2[CH:10]=[CH:11][C:12]([O:14][C@H:15]3[C:23]4[C:18](=[C:19]([O:25][C:26]5[CH:27]=[CH:28][C:29]([C:32]6[NH:37][N:36]=[N:35][N:33]=6)=[CH:30][CH:31]=5)[CH:20]=[CH:21][C:22]=4[F:24])[CH2:17][CH2:16]3)=[CH:13][C:8]=2[O:7][CH2:6]1.